This data is from HIV replication inhibition screening data with 41,000+ compounds from the AIDS Antiviral Screen. The task is: Binary Classification. Given a drug SMILES string, predict its activity (active/inactive) in a high-throughput screening assay against a specified biological target. The drug is CC(C)(C)c1cc(C(=O)C=Cc2ccc(C(=O)O)cc2)cc(C(C)(C)C)c1. The result is 1 (active).